The task is: Binary Classification. Given a drug SMILES string, predict its activity (active/inactive) in a high-throughput screening assay against a specified biological target.. This data is from HIV replication inhibition screening data with 41,000+ compounds from the AIDS Antiviral Screen. The compound is CCOC(=O)NC(Nc1ncccn1)(C(F)(F)F)C(F)(F)F. The result is 1 (active).